Dataset: Forward reaction prediction with 1.9M reactions from USPTO patents (1976-2016). Task: Predict the product of the given reaction. Given the reactants [Br:1][C:2]1[N:7]=[C:6]([F:8])[C:5]([OH:9])=[CH:4][CH:3]=1.N1C=CN=C1.[CH3:15][CH:16]([Si:18](Cl)([CH:22]([CH3:24])[CH3:23])[CH:19]([CH3:21])[CH3:20])[CH3:17].O, predict the reaction product. The product is: [Br:1][C:2]1[N:7]=[C:6]([F:8])[C:5]([O:9][Si:18]([CH:22]([CH3:24])[CH3:23])([CH:19]([CH3:21])[CH3:20])[CH:16]([CH3:17])[CH3:15])=[CH:4][CH:3]=1.